Task: Predict the reaction yield, written as a fraction of the theoretical maximum amount of product (1.0 means a 100% yield; for example, 0.34 means a 34% yield).. Dataset: Reaction yield outcomes from USPTO patents with 853,638 reactions (1) The reactants are [CH2:1]([N:8]1[CH2:13][CH2:12][CH:11]([CH:14]2[CH:23](O)[C:22]3[C:17](=[CH:18][CH:19]=[CH:20][CH:21]=3)[NH:16][C:15]2=[O:25])[CH2:10][CH2:9]1)[C:2]1[CH:7]=[CH:6][CH:5]=[CH:4][CH:3]=1.O.C1(C)C=CC(S(O)(=O)=O)=CC=1. The catalyst is C1C=CC=CC=1. The product is [CH2:1]([N:8]1[CH2:9][CH2:10][CH:11]([C:14]2[C:15](=[O:25])[NH:16][C:17]3[C:22]([CH:23]=2)=[CH:21][CH:20]=[CH:19][CH:18]=3)[CH2:12][CH2:13]1)[C:2]1[CH:7]=[CH:6][CH:5]=[CH:4][CH:3]=1. The yield is 0.630. (2) The reactants are [CH2:1]([O:4][NH:5][CH:6]1[CH2:11][NH:10][C@@H:9]([C:12]([NH2:14])=[O:13])[C:8]([CH2:15][CH3:16])=[CH:7]1)[CH:2]=[CH2:3].C(N(C(C)C)CC)(C)C.Cl[C:27](Cl)([O:29]C(=O)OC(Cl)(Cl)Cl)Cl. The catalyst is C(#N)C.C(OCC)(=O)C. The product is [CH2:1]([O:4][N:5]1[C:27](=[O:29])[N:10]2[CH2:11][C@H:6]1[CH:7]=[C:8]([CH2:15][CH3:16])[C@H:9]2[C:12]([NH2:14])=[O:13])[CH:2]=[CH2:3]. The yield is 0.870. (3) The product is [C:1]([C:5]1[C:10]([NH2:11])=[CH:9][C:8]([OH:14])=[C:7]([Cl:15])[CH:6]=1)([CH3:4])([CH3:2])[CH3:3]. The yield is 0.780. The reactants are [C:1]([C:5]1[C:10]([N+:11]([O-])=O)=[CH:9][C:8]([OH:14])=[C:7]([Cl:15])[CH:6]=1)([CH3:4])([CH3:3])[CH3:2]. The catalyst is CO.[Ni]. (4) The reactants are [Cl:1][C:2]1[CH:7]=[C:6]([C:8]([CH3:11])([CH3:10])[CH3:9])[CH:5]=[CH:4][C:3]=1[OH:12].N1C=CC=CC=1.[F:19][C:20]([F:33])([F:32])[S:21](O[S:21]([C:20]([F:33])([F:32])[F:19])(=[O:23])=[O:22])(=[O:23])=[O:22].CCCCCC. The catalyst is ClCCl. The product is [F:19][C:20]([F:33])([F:32])[S:21]([O:12][C:3]1[CH:4]=[CH:5][C:6]([C:8]([CH3:9])([CH3:11])[CH3:10])=[CH:7][C:2]=1[Cl:1])(=[O:23])=[O:22]. The yield is 0.930. (5) The reactants are [Cl:1][C:2]1[C:7]([NH2:8])=[CH:6][N:5]=[CH:4][N:3]=1.C1COCC1.[C:14]1(=O)[O:19][C:17](=[O:18])[C:16]2=[CH:20][CH:21]=[CH:22][CH:23]=[C:15]12. The catalyst is C1(C)C=CC=CC=1. The product is [Cl:1][C:2]1[C:7]([N:8]2[C:17](=[O:18])[C:16]3[C:15](=[CH:23][CH:22]=[CH:21][CH:20]=3)[C:14]2=[O:19])=[CH:6][N:5]=[CH:4][N:3]=1. The yield is 0.770. (6) The reactants are [F:1][C:2]([F:12])([F:11])[O:3][C:4]1[CH:5]=[C:6]([CH:8]=[CH:9][CH:10]=1)[NH2:7].[F:13][C:14]([F:19])([F:18])[CH:15]1[O:17][CH2:16]1. No catalyst specified. The product is [F:1][C:2]([F:11])([F:12])[O:3][C:4]1[CH:5]=[C:6]([NH:7][CH2:16][CH:15]([OH:17])[C:14]([F:19])([F:18])[F:13])[CH:8]=[CH:9][CH:10]=1. The yield is 0.880. (7) The reactants are [H-].[Na+].[CH2:3]([N:5]([CH2:9][CH3:10])[CH2:6][CH2:7][OH:8])[CH3:4].FC1C([O:18][C:19]([C:21]2[NH:22][C:23]3[C:28]([C:29]=2[NH:30][C:31]2[CH:36]=[CH:35][N:34]=[CH:33][CH:32]=2)=[CH:27][CH:26]=[CH:25][CH:24]=3)=O)=C(F)C(F)=C(F)C=1F. The catalyst is CN1CCCC1=O.CO.C(OCC)(=O)C. The product is [CH2:3]([N:5]([CH2:9][CH3:10])[CH2:6][CH2:7][O:8][C:19]([C:21]1[NH:22][C:23]2[C:28]([C:29]=1[NH:30][C:31]1[CH:36]=[CH:35][N:34]=[CH:33][CH:32]=1)=[CH:27][CH:26]=[CH:25][CH:24]=2)=[O:18])[CH3:4]. The yield is 0.310.